This data is from Catalyst prediction with 721,799 reactions and 888 catalyst types from USPTO. The task is: Predict which catalyst facilitates the given reaction. (1) Reactant: Br[C:2]1[C:3]([NH2:29])=[N:4][CH:5]=[N:6][C:7]=1[N:8]1[CH2:13][CH2:12][N:11]([CH:14]([C:19]2[CH:24]=[CH:23][C:22]([C:25]([F:28])([F:27])[F:26])=[CH:21][CH:20]=2)[CH2:15][N:16]([CH3:18])[CH3:17])[CH2:10][CH2:9]1.[C:30]1([CH3:36])C=CC=C[CH:31]=1.O.C1([B-](F)(F)F)CC1.[K+].C(=O)([O-])[O-].[Cs+].[Cs+].C1(P(C2C=CC=CC=2)C2C3OC4C(=CC=CC=4P(C4C=CC=CC=4)C4C=CC=CC=4)C(C)(C)C=3C=CC=2)C=CC=CC=1. Product: [CH:36]1([C:2]2[C:3]([NH2:29])=[N:4][CH:5]=[N:6][C:7]=2[N:8]2[CH2:13][CH2:12][N:11]([CH:14]([C:19]3[CH:24]=[CH:23][C:22]([C:25]([F:28])([F:27])[F:26])=[CH:21][CH:20]=3)[CH2:15][N:16]([CH3:18])[CH3:17])[CH2:10][CH2:9]2)[CH2:30][CH2:31]1. The catalyst class is: 167. (2) Reactant: [S:1]1[CH:5]=[CH:4][N:3]=[C:2]1[C:6]1[N:10]=[C:9]([C:11]([O:13][CH2:14][CH3:15])=[O:12])[NH:8][N:7]=1.[H-].[Na+].Br[CH2:19][C:20]1[CH:25]=[CH:24][CH:23]=[CH:22][C:21]=1[F:26].O. Product: [F:26][C:21]1[CH:22]=[CH:23][CH:24]=[CH:25][C:20]=1[CH2:19][N:7]1[C:6]([C:2]2[S:1][CH:5]=[CH:4][N:3]=2)=[N:10][C:9]([C:11]([O:13][CH2:14][CH3:15])=[O:12])=[N:8]1.[F:26][C:21]1[CH:22]=[CH:23][CH:24]=[CH:25][C:20]=1[CH2:19][N:8]1[C:9]([C:11]([O:13][CH2:14][CH3:15])=[O:12])=[N:10][C:6]([C:2]2[S:1][CH:5]=[CH:4][N:3]=2)=[N:7]1. The catalyst class is: 3. (3) Reactant: [N:1]1([C:12]([O:14][CH2:15][C:16]2[CH:21]=[CH:20][CH:19]=[CH:18][CH:17]=2)=[O:13])[CH2:6][CH2:5][CH2:4][CH:3]([C:7]([O:9][CH2:10][CH3:11])=[O:8])[CH2:2]1.[CH3:22]N1C(=O)N(C)CCC1.C[Si]([N-][Si](C)(C)C)(C)C.[Li+].IC. Product: [CH3:22][C:3]1([C:7]([O:9][CH2:10][CH3:11])=[O:8])[CH2:4][CH2:5][CH2:6][N:1]([C:12]([O:14][CH2:15][C:16]2[CH:21]=[CH:20][CH:19]=[CH:18][CH:17]=2)=[O:13])[CH2:2]1. The catalyst class is: 1. (4) Reactant: C(=O)([S:8][C:9]1[CH:10]=[C:11]2[C:15](=[CH:16][CH:17]=1)[N:14]([C:18]1[CH:23]=[CH:22][C:21]([F:24])=[CH:20][CH:19]=1)[N:13]=[CH:12]2)C1C=CC=CC=1.C(=O)([O-])[O-].[K+].[K+].O. Product: [F:24][C:21]1[CH:20]=[CH:19][C:18]([N:14]2[C:15]3[C:11](=[CH:10][C:9]([SH:8])=[CH:17][CH:16]=3)[CH:12]=[N:13]2)=[CH:23][CH:22]=1. The catalyst class is: 5. (5) Reactant: [C:1]12([C:11]3[CH:30]=[CH:29][C:14]([O:15][CH2:16][C:17]([NH:19][C:20]4[CH:21]=[C:22]([CH:26]=[CH:27][N:28]=4)[C:23](O)=[O:24])=[O:18])=[CH:13][CH:12]=3)[CH2:10][CH:5]3[CH2:6][CH:7]([CH2:9][CH:3]([CH2:4]3)[CH2:2]1)[CH2:8]2.[CH2:31]([NH2:37])[C:32]1[O:36][CH:35]=[CH:34][CH:33]=1.C1CN([P+](ON2N=NC3C=CC=CC2=3)(N2CCCC2)N2CCCC2)CC1.F[P-](F)(F)(F)(F)F.CO. Product: [C:1]12([C:11]3[CH:30]=[CH:29][C:14]([O:15][CH2:16][C:17]([NH:19][C:20]4[CH:21]=[C:22]([CH:26]=[CH:27][N:28]=4)[C:23]([NH:37][CH2:31][C:32]4[O:36][CH:35]=[CH:34][CH:33]=4)=[O:24])=[O:18])=[CH:13][CH:12]=3)[CH2:10][CH:5]3[CH2:6][CH:7]([CH2:9][CH:3]([CH2:4]3)[CH2:2]1)[CH2:8]2. The catalyst class is: 241. (6) Reactant: [F:1][C:2]([F:20])([F:19])[C:3]1[CH:18]=[CH:17][C:6]([O:7][CH2:8][C:9]2[CH:14]=[CH:13][C:12]([CH2:15]O)=[CH:11][CH:10]=2)=[CH:5][CH:4]=1.C(N(CC)CC)C.CS([Cl:32])(=O)=O. Product: [Cl:32][CH2:15][C:12]1[CH:13]=[CH:14][C:9]([CH2:8][O:7][C:6]2[CH:17]=[CH:18][C:3]([C:2]([F:20])([F:19])[F:1])=[CH:4][CH:5]=2)=[CH:10][CH:11]=1. The catalyst class is: 4. (7) Reactant: [F:1][C:2]([F:12])([F:11])[O:3][C:4]1[CH:5]=[C:6]([CH:8]=[CH:9][CH:10]=1)[NH2:7].Br[CH2:14][C:15]#[N:16].[I-].[Na+].C(=O)([O-])[O-].[Na+].[Na+]. Product: [F:1][C:2]([F:11])([F:12])[O:3][C:4]1[CH:5]=[C:6]([NH:7][CH2:14][C:15]#[N:16])[CH:8]=[CH:9][CH:10]=1. The catalyst class is: 23.